This data is from Peptide-MHC class I binding affinity with 185,985 pairs from IEDB/IMGT. The task is: Regression. Given a peptide amino acid sequence and an MHC pseudo amino acid sequence, predict their binding affinity value. This is MHC class I binding data. The peptide sequence is IPWTHKVGNF. The MHC is Patr-A0701 with pseudo-sequence Patr-A0701. The binding affinity (normalized) is 0.